Task: Predict the reaction yield, written as a fraction of the theoretical maximum amount of product (1.0 means a 100% yield; for example, 0.34 means a 34% yield).. Dataset: Reaction yield outcomes from USPTO patents with 853,638 reactions (1) The reactants are [OH:1][C@H:2]1[CH2:7][CH2:6][C@H:5]([N:8]2[C:13](=[O:14])[C:12]([CH2:15][C:16]3[CH:21]=[CH:20][C:19]([C:22]4[C:23]([C:28]#[N:29])=[CH:24][CH:25]=[CH:26][CH:27]=4)=[CH:18][CH:17]=3)=[C:11]([CH2:30][CH2:31][CH3:32])[N:10]3[N:33]=[CH:34][N:35]=[C:9]23)[CH2:4][CH2:3]1.[CH3:36][S:37]([CH3:39])=O.C(OC(=O)C)(=O)C. The catalyst is O. The product is [CH3:36][S:37][CH2:39][O:1][C@H:2]1[CH2:7][CH2:6][C@H:5]([N:8]2[C:13](=[O:14])[C:12]([CH2:15][C:16]3[CH:21]=[CH:20][C:19]([C:22]4[C:23]([C:28]#[N:29])=[CH:24][CH:25]=[CH:26][CH:27]=4)=[CH:18][CH:17]=3)=[C:11]([CH2:30][CH2:31][CH3:32])[N:10]3[N:33]=[CH:34][N:35]=[C:9]23)[CH2:4][CH2:3]1. The yield is 0.590. (2) The reactants are COC1C=CC(C[N:8]([C:28]2[CH:33]=[CH:32][CH:31]=[CH:30][CH:29]=2)[C:9]2[C:10]3[N:11]([CH:25]=[CH:26][N:27]=3)[N:12]=[C:13]([C:15]3[CH:24]=[CH:23][C:18]4[C:19]([NH2:22])=[N:20][O:21][C:17]=4[CH:16]=3)[CH:14]=2)=CC=1.C(O)(C(F)(F)F)=O. No catalyst specified. The product is [NH2:22][C:19]1[C:18]2[CH:23]=[CH:24][C:15]([C:13]3[CH:14]=[C:9]([NH:8][C:28]4[CH:33]=[CH:32][CH:31]=[CH:30][CH:29]=4)[C:10]4[N:11]([CH:25]=[CH:26][N:27]=4)[N:12]=3)=[CH:16][C:17]=2[O:21][N:20]=1. The yield is 0.170. (3) The reactants are [CH3:1][O:2][C:3](=[O:15])[C:4]1[CH:9]=[CH:8][C:7](Br)=[C:6]([C:11]([F:14])([F:13])[F:12])[CH:5]=1.[C:16]([O:20][C:21]([N:23]1[CH2:28][CH:27]=[C:26](B2OC(C)(C)C(C)(C)O2)[CH2:25][CH2:24]1)=[O:22])([CH3:19])([CH3:18])[CH3:17].C(=O)([O-])[O-].[K+].[K+]. The catalyst is O1CCOCC1.C1C=CC([P]([Pd]([P](C2C=CC=CC=2)(C2C=CC=CC=2)C2C=CC=CC=2)([P](C2C=CC=CC=2)(C2C=CC=CC=2)C2C=CC=CC=2)[P](C2C=CC=CC=2)(C2C=CC=CC=2)C2C=CC=CC=2)(C2C=CC=CC=2)C2C=CC=CC=2)=CC=1. The product is [C:16]([O:20][C:21]([N:23]1[CH2:24][CH:25]=[C:26]([C:7]2[CH:8]=[CH:9][C:4]([C:3]([O:2][CH3:1])=[O:15])=[CH:5][C:6]=2[C:11]([F:14])([F:13])[F:12])[CH2:27][CH2:28]1)=[O:22])([CH3:19])([CH3:17])[CH3:18]. The yield is 0.830. (4) The reactants are [C:1]([O:5][C:6](=[O:23])[CH2:7][CH2:8][N:9]([C:13]([O:15][CH2:16][C:17]1[CH:22]=[CH:21][CH:20]=[CH:19][CH:18]=1)=[O:14])[CH2:10][CH:11]=O)([CH3:4])([CH3:3])[CH3:2].[CH3:24][O:25][C:26](=[O:39])[C@@H:27]([NH2:38])[CH2:28][CH2:29][O:30][CH2:31][C:32]1[CH:37]=[CH:36][CH:35]=[CH:34][CH:33]=1.COC(=O)C(N1C(=O)CCN(C(=O)/C=C/C2C=CC(Cl)=C(Cl)C=2)CC1)CC(O)=O.C(N(CC)CC)C.B.N1C=CC=CC=1. The catalyst is ClCCCl.C(O)C.C(O)(=O)C. The product is [CH3:24][O:25][C:26](=[O:39])[C@@H:27]([NH:38][CH2:11][CH2:10][N:9]([C:13]([O:15][CH2:16][C:17]1[CH:22]=[CH:21][CH:20]=[CH:19][CH:18]=1)=[O:14])[CH2:8][CH2:7][C:6]([O:5][C:1]([CH3:4])([CH3:3])[CH3:2])=[O:23])[CH2:28][CH2:29][O:30][CH2:31][C:32]1[CH:37]=[CH:36][CH:35]=[CH:34][CH:33]=1. The yield is 0.790.